Dataset: Catalyst prediction with 721,799 reactions and 888 catalyst types from USPTO. Task: Predict which catalyst facilitates the given reaction. (1) Reactant: [CH3:1][O:2][C:3]1[CH:4]=[C:5]2[C:10](=[CH:11][CH:12]=1)[CH:9]=[C:8]([CH2:13][CH2:14][NH2:15])[CH:7]=[CH:6]2.C(N(CC)CC)C.[CH:23]([S:26](Cl)(=[O:28])=[O:27])([CH3:25])[CH3:24]. Product: [CH3:1][O:2][C:3]1[CH:4]=[C:5]2[C:10](=[CH:11][CH:12]=1)[CH:9]=[C:8]([CH2:13][CH2:14][NH:15][S:26]([CH:23]([CH3:25])[CH3:24])(=[O:28])=[O:27])[CH:7]=[CH:6]2. The catalyst class is: 1. (2) Reactant: C([O:8][N:9]1[C:14]2=[N:15][CH:16]=[N:17][CH:18]=[C:13]2[C:12]([OH:19])=[N:11][C:10]1=[O:20])C1C=CC=CC=1.C(O)C.[H][H]. Product: [OH:8][N:9]1[C:14]2=[N:15][CH:16]=[N:17][CH:18]=[C:13]2[C:12]([OH:19])=[N:11][C:10]1=[O:20]. The catalyst class is: 849. (3) Reactant: [Cl:1][C:2]1[C:7]([F:8])=[CH:6][C:5]([C:9]2[N:10]=[C:11]([N:18]3[CH2:27][CH2:26][C:21]4(OCC[O:22]4)[CH2:20][CH2:19]3)[C:12]3[S:17][CH:16]=[CH:15][C:13]=3[N:14]=2)=[C:4]([F:28])[CH:3]=1.O.C1(C)C=CC(S(O)(=O)=O)=CC=1.C(#N)C.CC(C)=O. Product: [ClH:1].[Cl:1][C:2]1[C:7]([F:8])=[CH:6][C:5]([C:9]2[N:10]=[C:11]([N:18]3[CH2:19][CH2:20][C:21](=[O:22])[CH2:26][CH2:27]3)[C:12]3[S:17][CH:16]=[CH:15][C:13]=3[N:14]=2)=[C:4]([F:28])[CH:3]=1. The catalyst class is: 6. (4) The catalyst class is: 1. Product: [Br:1][C:2]1[CH:11]=[C:10]2[C:5]([C:6]([NH:20][CH3:19])=[N:7][C:8]([C:12]3[CH:13]=[N:14][CH:15]=[CH:16][CH:17]=3)=[N:9]2)=[CH:4][CH:3]=1. Reactant: [Br:1][C:2]1[CH:11]=[C:10]2[C:5]([C:6](Cl)=[N:7][C:8]([C:12]3[CH:13]=[N:14][CH:15]=[CH:16][CH:17]=3)=[N:9]2)=[CH:4][CH:3]=1.[CH3:19][NH2:20]. (5) Reactant: [C:1]([C:5]1[CH:10]=[CH:9][C:8]([C:11]2[CH:16]=[C:15]([CH3:17])[C:14]([NH2:18])=[CH:13][C:12]=2[CH3:19])=[CH:7][CH:6]=1)([CH3:4])([CH3:3])[CH3:2].CO[CH:22](OC)[N:23]([CH3:26])[CH2:24][CH3:25].C1CCCCC1.C(OCC)(=O)C. Product: [C:1]([C:5]1[CH:6]=[CH:7][C:8]([C:11]2[CH:16]=[C:15]([CH3:17])[C:14]([N:18]=[CH:22][N:23]([CH2:24][CH3:25])[CH3:26])=[CH:13][C:12]=2[CH3:19])=[CH:9][CH:10]=1)([CH3:4])([CH3:3])[CH3:2]. The catalyst class is: 5.